Task: Regression. Given two drug SMILES strings and cell line genomic features, predict the synergy score measuring deviation from expected non-interaction effect.. Dataset: NCI-60 drug combinations with 297,098 pairs across 59 cell lines Drug 1: CC1=C2C(C(=O)C3(C(CC4C(C3C(C(C2(C)C)(CC1OC(=O)C(C(C5=CC=CC=C5)NC(=O)OC(C)(C)C)O)O)OC(=O)C6=CC=CC=C6)(CO4)OC(=O)C)O)C)O. Drug 2: CCN(CC)CCNC(=O)C1=C(NC(=C1C)C=C2C3=C(C=CC(=C3)F)NC2=O)C. Cell line: KM12. Synergy scores: CSS=6.55, Synergy_ZIP=1.08, Synergy_Bliss=-0.932, Synergy_Loewe=1.92, Synergy_HSA=0.489.